The task is: Regression. Given two drug SMILES strings and cell line genomic features, predict the synergy score measuring deviation from expected non-interaction effect.. This data is from NCI-60 drug combinations with 297,098 pairs across 59 cell lines. (1) Drug 1: CC1C(C(=O)NC(C(=O)N2CCCC2C(=O)N(CC(=O)N(C(C(=O)O1)C(C)C)C)C)C(C)C)NC(=O)C3=C4C(=C(C=C3)C)OC5=C(C(=O)C(=C(C5=N4)C(=O)NC6C(OC(=O)C(N(C(=O)CN(C(=O)C7CCCN7C(=O)C(NC6=O)C(C)C)C)C)C(C)C)C)N)C. Drug 2: C1CN(P(=O)(OC1)NCCCl)CCCl. Cell line: KM12. Synergy scores: CSS=18.4, Synergy_ZIP=-9.73, Synergy_Bliss=-5.71, Synergy_Loewe=-24.3, Synergy_HSA=-5.78. (2) Drug 1: CC1CCC2CC(C(=CC=CC=CC(CC(C(=O)C(C(C(=CC(C(=O)CC(OC(=O)C3CCCCN3C(=O)C(=O)C1(O2)O)C(C)CC4CCC(C(C4)OC)OCCO)C)C)O)OC)C)C)C)OC. Drug 2: CC12CCC3C(C1CCC2O)C(CC4=C3C=CC(=C4)O)CCCCCCCCCS(=O)CCCC(C(F)(F)F)(F)F. Cell line: SK-MEL-28. Synergy scores: CSS=20.3, Synergy_ZIP=3.89, Synergy_Bliss=15.0, Synergy_Loewe=11.7, Synergy_HSA=13.4. (3) Drug 1: CC1C(C(CC(O1)OC2CC(CC3=C2C(=C4C(=C3O)C(=O)C5=C(C4=O)C(=CC=C5)OC)O)(C(=O)CO)O)N)O.Cl. Drug 2: CN(CC1=CN=C2C(=N1)C(=NC(=N2)N)N)C3=CC=C(C=C3)C(=O)NC(CCC(=O)O)C(=O)O. Cell line: ACHN. Synergy scores: CSS=54.8, Synergy_ZIP=-9.36, Synergy_Bliss=-7.93, Synergy_Loewe=-9.86, Synergy_HSA=-4.49. (4) Drug 1: C1CN1C2=NC(=NC(=N2)N3CC3)N4CC4. Drug 2: CCC1=CC2CC(C3=C(CN(C2)C1)C4=CC=CC=C4N3)(C5=C(C=C6C(=C5)C78CCN9C7C(C=CC9)(C(C(C8N6C)(C(=O)OC)O)OC(=O)C)CC)OC)C(=O)OC.C(C(C(=O)O)O)(C(=O)O)O. Cell line: BT-549. Synergy scores: CSS=48.2, Synergy_ZIP=-3.19, Synergy_Bliss=-5.87, Synergy_Loewe=-9.02, Synergy_HSA=-1.11. (5) Drug 1: C1CN1P(=S)(N2CC2)N3CC3. Drug 2: C1=CC=C(C=C1)NC(=O)CCCCCCC(=O)NO. Cell line: SW-620. Synergy scores: CSS=15.4, Synergy_ZIP=-5.24, Synergy_Bliss=-0.886, Synergy_Loewe=-2.19, Synergy_HSA=-0.731.